This data is from Full USPTO retrosynthesis dataset with 1.9M reactions from patents (1976-2016). The task is: Predict the reactants needed to synthesize the given product. (1) Given the product [OH:45][C:18]1[N:19]=[CH:20][C:21]2[C:26]([C:17]=1[C:4]1[CH:5]=[CH:6][C:7]([C:9]([F:12])([F:11])[F:10])=[CH:8][C:3]=1[O:2][CH3:1])=[CH:25][CH:24]=[C:23]([S:27]([NH:30][C:31]1[S:32][CH:33]=[CH:34][N:35]=1)(=[O:29])=[O:28])[CH:22]=2, predict the reactants needed to synthesize it. The reactants are: [CH3:1][O:2][C:3]1[CH:8]=[C:7]([C:9]([F:12])([F:11])[F:10])[CH:6]=[CH:5][C:4]=1B(O)O.Br[C:17]1[C:26]2[C:21](=[CH:22][C:23]([S:27]([N:30](CC3C=CC(OC)=CC=3)[C:31]3[S:32][CH:33]=[CH:34][N:35]=3)(=[O:29])=[O:28])=[CH:24][CH:25]=2)[CH:20]=[N:19][C:18]=1[OH:45].C(=O)([O-])[O-].[Na+].[Na+]. (2) Given the product [CH2:1]([N:9]1[CH2:10][C@H:11]([CH3:16])[O:12][C@@H:13]([CH3:15])[CH2:14]1)[C:2]1[CH:3]=[CH:4][CH:5]=[CH:6][CH:7]=1, predict the reactants needed to synthesize it. The reactants are: [C:1]([N:9]1[CH2:14][C@H:13]([CH3:15])[O:12][C@@H:11]([CH3:16])[CH2:10]1)(=O)[C:2]1[CH:7]=[CH:6][CH:5]=[CH:4][CH:3]=1.[H-].[H-].[H-].[H-].[Li+].[Al+3]. (3) Given the product [Cl:1][C:2]1[C:3]([F:32])=[C:4]([CH:29]=[CH:30][CH:31]=1)[NH:5][C:6]1[C:15]2[C:10](=[CH:11][C:12]([O:27][CH3:28])=[C:13]([O:16][CH:17]3[CH2:22][CH2:21][N:20]([C:23](=[O:26])[CH2:24][N:35]4[CH2:39][CH2:38][CH2:37][CH2:36]4)[CH2:19][CH2:18]3)[CH:14]=2)[N:9]=[CH:8][N:7]=1, predict the reactants needed to synthesize it. The reactants are: [Cl:1][C:2]1[C:3]([F:32])=[C:4]([CH:29]=[CH:30][CH:31]=1)[NH:5][C:6]1[C:15]2[C:10](=[CH:11][C:12]([O:27][CH3:28])=[C:13]([O:16][CH:17]3[CH2:22][CH2:21][N:20]([C:23](=[O:26])[CH2:24]Cl)[CH2:19][CH2:18]3)[CH:14]=2)[N:9]=[CH:8][N:7]=1.[I-].[Na+].[NH:35]1[CH2:39][CH2:38][CH2:37][CH2:36]1. (4) Given the product [Cl:12][C:4]1[CH:5]=[C:6]([C:8]([F:11])([F:10])[F:9])[CH:7]=[C:2]([Cl:1])[C:3]=1[N:13]1[C:17]([N:18]([CH3:19])[CH2:20][CH:21]2[CH2:22][O:23][C:45](=[O:46])[O:24]2)=[C:16]([S:25]([C:28]([F:31])([F:29])[F:30])(=[O:26])=[O:27])[C:15]([C:32]#[N:33])=[N:14]1, predict the reactants needed to synthesize it. The reactants are: [Cl:1][C:2]1[CH:7]=[C:6]([C:8]([F:11])([F:10])[F:9])[CH:5]=[C:4]([Cl:12])[C:3]=1[N:13]1[C:17]([N:18]([CH2:20][CH:21]([OH:24])[CH2:22][OH:23])[CH3:19])=[C:16]([S:25]([C:28]([F:31])([F:30])[F:29])(=[O:27])=[O:26])[C:15]([C:32]#[N:33])=[N:14]1.C(N(C(C)C)CC)(C)C.C1C[O:46][CH2:45]C1.CCCCCCC.C(OCC)(=O)C. (5) Given the product [CH3:28][C:10]1[C:11]2[C:12](=[N:13][CH:14]=[C:15]([C:17]3[CH:18]=[C:19]([NH:23][C:24](=[O:27])[CH:25]=[CH2:26])[CH:20]=[CH:21][CH:22]=3)[CH:16]=2)[NH:8][N:9]=1, predict the reactants needed to synthesize it. The reactants are: COC1C=CC(C[N:8]2[C:12]3=[N:13][CH:14]=[C:15]([C:17]4[CH:18]=[C:19]([NH:23][C:24](=[O:27])[CH:25]=[CH2:26])[CH:20]=[CH:21][CH:22]=4)[CH:16]=[C:11]3[C:10]([CH3:28])=[N:9]2)=CC=1.FC(F)(F)C(O)=O.C(OCC)(=O)C. (6) Given the product [CH:1]([C@@H:4]1[CH2:9][CH2:8][C@@H:7]([CH3:10])[CH2:6][C@H:5]1[C:11](=[O:21])[CH2:12][CH2:13][CH2:14][C:15]1[CH:20]=[CH:19][CH:18]=[CH:17][N:16]=1)([CH3:2])[CH3:3], predict the reactants needed to synthesize it. The reactants are: [CH:1]([C@@H:4]1[CH2:9][CH2:8][C@@H:7]([CH3:10])[CH2:6][C@H:5]1[CH:11]([OH:21])[CH2:12][CH2:13][CH2:14][C:15]1[CH:20]=[CH:19][CH:18]=[CH:17][N:16]=1)([CH3:3])[CH3:2].[Cr](O[Cr]([O-])(=O)=O)([O-])(=O)=O.[NH+]1C=CC=CC=1.[NH+]1C=CC=CC=1.